Predict the reaction yield, written as a fraction of the theoretical maximum amount of product (1.0 means a 100% yield; for example, 0.34 means a 34% yield). From a dataset of Reaction yield outcomes from USPTO patents with 853,638 reactions. (1) The product is [Cl:23][C:24]1[CH:25]=[CH:26][C:27]([C:30]2[N:31]=[C:32]([N:36]([CH2:2][C:3]3[CH:22]=[CH:21][C:6]([CH2:7][O:8][C:9]4[CH:14]=[CH:13][C:12]([CH2:15][CH2:16][C:17]([OH:19])=[O:18])=[CH:11][CH:10]=4)=[CH:5][CH:4]=3)[CH2:37][CH3:38])[O:33][C:34]=2[CH3:35])=[CH:28][CH:29]=1. The catalyst is CN(C)C=O.CO.O. The reactants are Cl[CH2:2][C:3]1[CH:22]=[CH:21][C:6]([CH2:7][O:8][C:9]2[CH:14]=[CH:13][C:12]([CH2:15][CH2:16][C:17]([O:19]C)=[O:18])=[CH:11][CH:10]=2)=[CH:5][CH:4]=1.[Cl:23][C:24]1[CH:29]=[CH:28][C:27]([C:30]2[N:31]=[C:32]([NH:36][CH2:37][CH3:38])[O:33][C:34]=2[CH3:35])=[CH:26][CH:25]=1.C(=O)([O-])[O-].[K+].[K+].[OH-].[Na+].Cl. The yield is 0.0500. (2) The catalyst is CO. The yield is 0.420. The reactants are [Cl:1][C:2]1[CH:3]=[C:4]2[C:9](=[CH:10][CH:11]=1)[NH:8][C:7](=[O:12])[C:6]([C@@H:13]([NH:15][S@](C(C)(C)C)=O)[CH3:14])=[CH:5]2.Cl.C(OCC)C. The product is [ClH:1].[NH2:15][C@H:13]([C:6]1[C:7](=[O:12])[NH:8][C:9]2[C:4]([CH:5]=1)=[CH:3][C:2]([Cl:1])=[CH:11][CH:10]=2)[CH3:14]. (3) The reactants are [N:1]1[NH:2][N:3]=[N:4][C:5]=1[C:6]1[CH:13]=[CH:12][C:9]([CH:10]=O)=[CH:8][CH:7]=1.[NH2:14][C:15]1[N:16]=[N:17][C:18]([CH3:21])=[CH:19][CH:20]=1.C([O:24][C:25](=O)[C:26]([OH:41])=[CH:27][C:28](=[O:40])[C:29]1[CH:34]=[CH:33][C:32]([O:35][C:36]([F:39])([F:38])[F:37])=[CH:31][CH:30]=1)C. No catalyst specified. The product is [OH:41][C:26]1[C:25](=[O:24])[N:14]([C:15]2[N:16]=[N:17][C:18]([CH3:21])=[CH:19][CH:20]=2)[CH:10]([C:9]2[CH:12]=[CH:13][C:6]([C:5]3[N:4]=[N:3][NH:2][N:1]=3)=[CH:7][CH:8]=2)[C:27]=1[C:28](=[O:40])[C:29]1[CH:30]=[CH:31][C:32]([O:35][C:36]([F:38])([F:39])[F:37])=[CH:33][CH:34]=1. The yield is 0.0400. (4) The reactants are [Cl:1][C:2]1[C:3]([O:16][CH3:17])=[CH:4][C:5]2[O:10][CH:9]([C:11]([OH:13])=O)[CH2:8][N:7]([CH3:14])[C:6]=2[CH:15]=1.[F:18][C:19]1[CH:32]=[CH:31][C:22]([CH2:23][N:24]2[CH2:29][CH2:28][NH:27][C@H:26]([CH3:30])[CH2:25]2)=[CH:21][CH:20]=1.CCN=C=NCCCN(C)C.C1C=CC2N(O)N=NC=2C=1.CCN(C(C)C)C(C)C. The catalyst is CN(C=O)C.O. The product is [Cl:1][C:2]1[C:3]([O:16][CH3:17])=[CH:4][C:5]2[O:10][CH:9]([C:11]([N:27]3[CH2:28][CH2:29][N:24]([CH2:23][C:22]4[CH:31]=[CH:32][C:19]([F:18])=[CH:20][CH:21]=4)[CH2:25][C@H:26]3[CH3:30])=[O:13])[CH2:8][N:7]([CH3:14])[C:6]=2[CH:15]=1. The yield is 0.400. (5) The reactants are [N:1]1[C:2]([CH2:10][N:11]([CH3:22])[C@@H:12]2[C:21]3[N:20]=[CH:19][CH:18]=[CH:17][C:16]=3[CH2:15][CH2:14][CH2:13]2)=[CH:3][N:4]2[CH:9]=[CH:8][CH:7]=[CH:6][C:5]=12.CNC1CCN(C)C1.CN(CC1N=[C:46]2C=CC=[CH:48][N:47]2[C:52]=1[CH2:53][N:54]1[CH2:59][CH2:58]OC[CH2:55]1)[C@@H]1C2N=CC=CC=2CCC1. No catalyst specified. The product is [CH3:22][N:11]([CH2:10][C:2]1[N:1]=[C:5]2[CH:6]=[CH:7][CH:8]=[CH:9][N:4]2[C:3]=1[CH2:48][N:47]([CH3:46])[CH:52]1[CH2:58][CH2:59][N:54]([CH3:55])[CH2:53]1)[C@@H:12]1[C:21]2[N:20]=[CH:19][CH:18]=[CH:17][C:16]=2[CH2:15][CH2:14][CH2:13]1. The yield is 0.350. (6) The reactants are [CH3:1][C:2]12[O:8][CH:5]([CH:6]=[CH:7]1)[C:4]([C:9]([F:12])([F:11])[F:10])=[C:3]2[C:13]([F:16])([F:15])[F:14].C(=O)([O-])[O-].[K+].[K+]. No catalyst specified. The product is [CH3:1][C:2]1[CH:7]=[CH:6][C:5]([OH:8])=[C:4]([C:9]([F:12])([F:11])[F:10])[C:3]=1[C:13]([F:14])([F:15])[F:16]. The yield is 0.850.